Regression. Given two drug SMILES strings and cell line genomic features, predict the synergy score measuring deviation from expected non-interaction effect. From a dataset of NCI-60 drug combinations with 297,098 pairs across 59 cell lines. (1) Drug 1: CCC(=C(C1=CC=CC=C1)C2=CC=C(C=C2)OCCN(C)C)C3=CC=CC=C3.C(C(=O)O)C(CC(=O)O)(C(=O)O)O. Drug 2: CC1=C(C=C(C=C1)NC(=O)C2=CC=C(C=C2)CN3CCN(CC3)C)NC4=NC=CC(=N4)C5=CN=CC=C5. Cell line: CAKI-1. Synergy scores: CSS=-8.31, Synergy_ZIP=8.65, Synergy_Bliss=-5.51, Synergy_Loewe=-5.00, Synergy_HSA=-10.4. (2) Drug 1: CC1=C(C(=CC=C1)Cl)NC(=O)C2=CN=C(S2)NC3=CC(=NC(=N3)C)N4CCN(CC4)CCO. Drug 2: C1=NC2=C(N1)C(=S)N=CN2. Cell line: DU-145. Synergy scores: CSS=14.1, Synergy_ZIP=15.2, Synergy_Bliss=16.9, Synergy_Loewe=-14.9, Synergy_HSA=-3.71.